This data is from Full USPTO retrosynthesis dataset with 1.9M reactions from patents (1976-2016). The task is: Predict the reactants needed to synthesize the given product. (1) Given the product [CH2:41]([C:40]1[O:25][C:24]([CH:23]([C:27]2[CH:32]=[CH:31][CH:30]=[CH:29][CH:28]=2)[CH2:22][C:19]2[CH:18]=[CH:17][C:16]([O:15][CH2:14][CH2:13][C:3]3[N:4]=[C:5]([C:7]4[CH:12]=[CH:11][CH:10]=[CH:9][CH:8]=4)[O:6][C:2]=3[CH3:1])=[CH:21][CH:20]=2)=[N:48][N:49]=1)[CH3:43], predict the reactants needed to synthesize it. The reactants are: [CH3:1][C:2]1[O:6][C:5]([C:7]2[CH:12]=[CH:11][CH:10]=[CH:9][CH:8]=2)=[N:4][C:3]=1[CH2:13][CH2:14][O:15][C:16]1[CH:21]=[CH:20][C:19]([CH2:22][CH:23]([C:27]2[CH:32]=[CH:31][CH:30]=[CH:29][CH:28]=2)[C:24](O)=[O:25])=[CH:18][CH:17]=1.CN1CCOCC1.[CH2:40](OC(Cl)=O)[CH:41]([CH3:43])C.[NH2:48][NH2:49].[NH4+].[Cl-].C(OC(OCC)(OCC)CC)C.CS(O)(=O)=O. (2) Given the product [Cl:13][C:14]1[N:15]=[C:16]2[N:20]([C:21]=1[C:22]([OH:5])=[O:23])[CH:19]=[CH:18][S:17]2, predict the reactants needed to synthesize it. The reactants are: Cl([O-])=O.[Na+].[OH2:5].O.P([O-])(O)(O)=O.[Na+].[Cl:13][C:14]1[N:15]=[C:16]2[N:20]([C:21]=1[CH:22]=[O:23])[CH:19]=[CH:18][S:17]2. (3) Given the product [CH2:1]([N:8]1[C:20]2[CH:19]=[C:18]([C:21]3[C:22]([CH3:27])=[N:23][O:24][C:25]=3[CH3:26])[CH:17]=[C:16]([C:28]([NH2:29])=[O:39])[C:15]=2[C:14]2[C:9]1=[CH:10][C:11]([C:30]([N:32]1[CH2:37][CH2:36][O:35][CH2:34][CH2:33]1)=[O:31])=[CH:12][CH:13]=2)[C:2]1[CH:3]=[CH:4][CH:5]=[CH:6][CH:7]=1, predict the reactants needed to synthesize it. The reactants are: [CH2:1]([N:8]1[C:20]2[CH:19]=[C:18]([C:21]3[C:22]([CH3:27])=[N:23][O:24][C:25]=3[CH3:26])[CH:17]=[C:16]([C:28]#[N:29])[C:15]=2[C:14]2[C:9]1=[CH:10][C:11]([C:30]([N:32]1[CH2:37][CH2:36][O:35][CH2:34][CH2:33]1)=[O:31])=[CH:12][CH:13]=2)[C:2]1[CH:7]=[CH:6][CH:5]=[CH:4][CH:3]=1.C([O-])([O-])=[O:39].[K+].[K+].OO. (4) The reactants are: [C:1]([CH2:3][C:4]1[C:12]2[C:7](=[CH:8][CH:9]=[CH:10][CH:11]=2)[N:6]([C:13]([OH:15])=[O:14])[CH:5]=1)#[N:2].C(N(CC)CC)C.[CH3:23][C:24](OC(OC(O[C:24]([CH3:26])([CH3:25])[CH3:23])=O)=O)([CH3:26])[CH3:25]. Given the product [C:24]([O:14][C:13]([N:6]1[C:7]2[C:12](=[CH:11][CH:10]=[CH:9][CH:8]=2)[C:4]([CH2:3][C:1]#[N:2])=[CH:5]1)=[O:15])([CH3:26])([CH3:25])[CH3:23], predict the reactants needed to synthesize it. (5) Given the product [Cl:1][C:2]1[CH:3]=[C:4]([C:9]2([C:15]([N:20]([CH2:18][CH3:19])[CH3:21])=[O:17])[CH2:10][CH2:11][CH2:12][CH2:13][CH2:14]2)[CH:5]=[CH:6][C:7]=1[Cl:8], predict the reactants needed to synthesize it. The reactants are: [Cl:1][C:2]1[CH:3]=[C:4]([C:9]2([C:15]([OH:17])=O)[CH2:14][CH2:13][CH2:12][CH2:11][CH2:10]2)[CH:5]=[CH:6][C:7]=1[Cl:8].[CH2:18]([NH:20][CH3:21])[CH3:19]. (6) Given the product [F:1][C:2]1[CH:3]=[C:4]([CH:7]=[CH:8][C:9]=1[O:10][CH3:11])[C:12]([OH:13])=[O:15], predict the reactants needed to synthesize it. The reactants are: [F:1][C:2]1[CH:3]=[C:4]([CH:7]=[CH:8][C:9]=1[O:10][CH3:11])C#N.[C:12](=[O:15])([O-])[O-:13].[Na+].[Na+]. (7) Given the product [C:6]([O:5][C:4](=[O:10])[N:3]([CH2:11][C:12]1[CH:13]=[N:14][CH:15]=[C:16]([C:19]2[CH:20]=[C:21]3[C:25](=[CH:26][CH:27]=2)[N:24]([CH:28]2[CH2:33][CH2:32][CH2:31][CH2:30][O:29]2)[N:23]=[C:22]3[C:34]2[NH:35][C:36]([C:39]([N:41]([CH2:42][C:43]3[CH:92]=[CH:90][CH:91]=[CH:47][CH:48]=3)[CH2:58][CH2:57][N:56]([CH3:59])[CH3:54])=[O:40])=[CH:37][N:38]=2)[C:17]=1[CH3:18])[CH2:1][CH3:2])([CH3:7])([CH3:9])[CH3:8], predict the reactants needed to synthesize it. The reactants are: [CH2:1]([N:3]([CH2:11][C:12]1[CH:13]=[N:14][CH:15]=[C:16]([C:19]2[CH:20]=[C:21]3[C:25](=[CH:26][CH:27]=2)[N:24]([CH:28]2[CH2:33][CH2:32][CH2:31][CH2:30][O:29]2)[N:23]=[C:22]3[C:34]2[NH:35][C:36]([C:39]([NH:41][CH2:42][C:43]3C=NC=[CH:47][CH:48]=3)=[O:40])=[CH:37][N:38]=2)[C:17]=1[CH3:18])[C:4](=[O:10])[O:5][C:6]([CH3:9])([CH3:8])[CH3:7])[CH3:2].C(O[C:54]([N:56]([CH2:59]C1C(C)=C(C2C=C3C(=CC=2)N(C2CCCCO2)N=C3C2NC(C(O)=O)=CN=2)C=NC=1)[CH2:57][CH3:58])=O)(C)(C)C.[CH:90](N(C(C)C)CC)([CH3:92])[CH3:91].C(NCCN(C)C)C1C=CC=CC=1.CN(C(ON1N=NC2C=CC=NC1=2)=[N+](C)C)C.F[P-](F)(F)(F)(F)F.